From a dataset of Forward reaction prediction with 1.9M reactions from USPTO patents (1976-2016). Predict the product of the given reaction. (1) Given the reactants [CH3:1][O:2][C:3](=[O:16])[C:4]1[CH:9]=[C:8]([N+:10]([O-:12])=[O:11])[C:7]([NH:13][CH3:14])=[CH:6][C:5]=1F.[CH3:17][O-:18].[Na+], predict the reaction product. The product is: [CH3:1][O:2][C:3](=[O:16])[C:4]1[CH:9]=[C:8]([N+:10]([O-:12])=[O:11])[C:7]([NH:13][CH3:14])=[CH:6][C:5]=1[O:18][CH3:17]. (2) Given the reactants [Cl:1][C:2]1[CH:3]=[CH:4][C:5]([C:9]2[NH:13][N:12]=[N:11][N:10]=2)=[C:6]([CH:8]=1)[NH2:7].[Cl:14][C:15]1[CH:16]=[C:17]([CH:21]=[CH:22][CH:23]=1)[C:18](Cl)=[O:19], predict the reaction product. The product is: [Cl:14][C:15]1[CH:16]=[C:17]([CH:21]=[CH:22][CH:23]=1)[C:18]([NH:7][C:6]1[CH:8]=[C:2]([Cl:1])[CH:3]=[CH:4][C:5]=1[C:9]1[NH:13][N:12]=[N:11][N:10]=1)=[O:19]. (3) Given the reactants [CH:1]1([C:4]2[CH:5]=[N:6][C:7]([N:14]([C:21]3[CH:22]=[C:23]4[C:27](=[CH:28][CH:29]=3)[N:26]([CH2:30][C:31]3[CH:36]=[CH:35][CH:34]=[C:33]([O:37][CH3:38])[CH:32]=3)[CH:25]=[CH:24]4)C(=O)C(F)(F)F)=[C:8]([CH:13]=2)[C:9]([O:11]C)=[O:10])[CH2:3][CH2:2]1.[OH-].[Na+], predict the reaction product. The product is: [CH:1]1([C:4]2[CH:5]=[N:6][C:7]([NH:14][C:21]3[CH:22]=[C:23]4[C:27](=[CH:28][CH:29]=3)[N:26]([CH2:30][C:31]3[CH:36]=[CH:35][CH:34]=[C:33]([O:37][CH3:38])[CH:32]=3)[CH:25]=[CH:24]4)=[C:8]([CH:13]=2)[C:9]([OH:11])=[O:10])[CH2:3][CH2:2]1. (4) Given the reactants [CH2:1]([NH:8][CH2:9][C:10]1[C:11]([Cl:17])=[N:12][C:13]([Cl:16])=[CH:14][CH:15]=1)[C:2]1[CH:7]=[CH:6][CH:5]=[CH:4][CH:3]=1.C(=O)([O-])[O-].[K+].[K+].[I-].[Na+].Br[CH2:27][CH2:28][CH:29]=[CH2:30], predict the reaction product. The product is: [CH2:1]([N:8]([CH2:9][C:10]1[C:11]([Cl:17])=[N:12][C:13]([Cl:16])=[CH:14][CH:15]=1)[CH2:30][CH2:29][CH:28]=[CH2:27])[C:2]1[CH:3]=[CH:4][CH:5]=[CH:6][CH:7]=1. (5) Given the reactants [CH:1]([C:4]1[CH:5]=[C:6]([C:10](=O)[CH3:11])[CH:7]=[CH:8][CH:9]=1)([CH3:3])[CH3:2].[CH3:13][C:14]([S@@:17]([NH2:19])=[O:18])([CH3:16])[CH3:15].O, predict the reaction product. The product is: [CH:1]([C:4]1[CH:5]=[C:6](/[C:10](=[N:19]/[S@:17]([C:14]([CH3:16])([CH3:15])[CH3:13])=[O:18])/[CH3:11])[CH:7]=[CH:8][CH:9]=1)([CH3:3])[CH3:2].